From a dataset of Reaction yield outcomes from USPTO patents with 853,638 reactions. Predict the reaction yield, written as a fraction of the theoretical maximum amount of product (1.0 means a 100% yield; for example, 0.34 means a 34% yield). (1) The reactants are [CH3:1][N:2]1[CH2:7][CH2:6][N:5]([CH2:8][CH2:9][CH2:10][O:11][C:12]2[CH:21]=[C:20]3[C:15]([C:16](=O)[NH:17][CH:18]=[N:19]3)=[CH:14][CH:13]=2)[CH2:4][CH2:3]1.P(Cl)(Cl)([Cl:25])=O.CN(C)C1C=CC=CC=1. No catalyst specified. The product is [Cl:25][C:16]1[C:15]2[C:20](=[CH:21][C:12]([O:11][CH2:10][CH2:9][CH2:8][N:5]3[CH2:6][CH2:7][N:2]([CH3:1])[CH2:3][CH2:4]3)=[CH:13][CH:14]=2)[N:19]=[CH:18][N:17]=1. The yield is 0.0900. (2) The catalyst is C1COCC1. The yield is 0.530. The reactants are [Br:1][C:2]1[CH:7]=[CH:6][C:5]([C@@H:8]([N:10]2[CH2:15][CH2:14][C@:13]([CH2:22][C:23](=[O:25])[CH3:24])([C:16]3[CH:21]=[CH:20][CH:19]=[CH:18][CH:17]=3)[O:12][C:11]2=[O:26])[CH3:9])=[CH:4][CH:3]=1.[CH3:27][Mg]Br. The product is [Br:1][C:2]1[CH:7]=[CH:6][C:5]([C@@H:8]([N:10]2[CH2:15][CH2:14][C@:13]([CH2:22][C:23]([OH:25])([CH3:27])[CH3:24])([C:16]3[CH:17]=[CH:18][CH:19]=[CH:20][CH:21]=3)[O:12][C:11]2=[O:26])[CH3:9])=[CH:4][CH:3]=1. (3) The reactants are [CH2:1]([OH:4])[CH2:2][OH:3].[C:5](#[N:8])[CH:6]=[CH2:7].Cl. The catalyst is CO. The product is [CH2:1]([O:4][CH2:7][CH2:6][C:5]#[N:8])[CH2:2][O:3][CH2:7][CH2:6][C:5]#[N:8]. The yield is 0.399. (4) The reactants are [N+:1]([C:4]1[C:13]2[C:8](=[CH:9][CH:10]=[CH:11][CH:12]=2)[C:7]([O:14][CH2:15][CH2:16][C:17]2[CH:22]=[CH:21][N:20]=[C:19]([NH:23][C:24](=[O:30])[O:25][C:26]([CH3:29])([CH3:28])[CH3:27])[CH:18]=2)=[CH:6][CH:5]=1)([O-])=O.C([O-])(O)=O.[Na+]. The catalyst is CC(O)=O.CCO.[Fe]. The product is [NH2:1][C:4]1[C:13]2[C:8](=[CH:9][CH:10]=[CH:11][CH:12]=2)[C:7]([O:14][CH2:15][CH2:16][C:17]2[CH:22]=[CH:21][N:20]=[C:19]([NH:23][C:24](=[O:30])[O:25][C:26]([CH3:28])([CH3:27])[CH3:29])[CH:18]=2)=[CH:6][CH:5]=1. The yield is 0.950. (5) The product is [S:5]1[CH:6]=[C:2]([C:15]2[CH:16]=[C:17]3[C:22](=[C:23]([O:25][CH2:26][O:27][CH2:28][CH2:29][Si:30]([CH3:33])([CH3:31])[CH3:32])[CH:24]=2)[N:21]=[CH:20][N:19]([CH2:34][O:35][CH2:36][CH2:37][Si:38]([CH3:41])([CH3:40])[CH3:39])[C:18]3=[O:42])[CH:3]=[N:4]1. The yield is 0.160. The catalyst is CN(C)C=O.C1(P([C-]2C=CC=C2)C2C=CC=CC=2)C=CC=CC=1.[C-]1(P(C2C=CC=CC=2)C2C=CC=CC=2)C=CC=C1.[Fe+2].[Pd](Cl)Cl. The reactants are Br[C:2]1[CH:3]=[N:4][S:5][CH:6]=1.CC1(C)C(C)(C)OB([C:15]2[CH:16]=[C:17]3[C:22](=[C:23]([O:25][CH2:26][O:27][CH2:28][CH2:29][Si:30]([CH3:33])([CH3:32])[CH3:31])[CH:24]=2)[N:21]=[CH:20][N:19]([CH2:34][O:35][CH2:36][CH2:37][Si:38]([CH3:41])([CH3:40])[CH3:39])[C:18]3=[O:42])O1.C(=O)([O-])[O-].[K+].[K+].O. (6) The reactants are [F:1][C:2]1[CH:33]=[C:32]([F:34])[CH:31]=[CH:30][C:3]=1[O:4][C:5]1[CH:10]=[CH:9][C:8]([CH2:11][S:12]([CH3:15])(=[O:14])=[O:13])=[CH:7][C:6]=1[C:16]1[C:24]2[C:19](=[C:20]([O:27]C)[N:21]=[C:22]([CH2:25][CH3:26])[CH:23]=2)[N:18]([CH3:29])[CH:17]=1.Cl.O1CCOCC1. No catalyst specified. The product is [F:1][C:2]1[CH:33]=[C:32]([F:34])[CH:31]=[CH:30][C:3]=1[O:4][C:5]1[CH:10]=[CH:9][C:8]([CH2:11][S:12]([CH3:15])(=[O:13])=[O:14])=[CH:7][C:6]=1[C:16]1[C:24]2[CH:23]=[C:22]([CH2:25][CH3:26])[NH:21][C:20](=[O:27])[C:19]=2[N:18]([CH3:29])[CH:17]=1. The yield is 0.900. (7) The reactants are [Cl:1][C:2]1[C:3]([C:8]2[CH:9]=[C:10]3[C:14](=[CH:15][CH:16]=2)[NH:13][N:12]=[C:11]3[NH2:17])=[N:4][CH:5]=[CH:6][CH:7]=1.[C:18]1(=O)[O:23][C:21](=[O:22])[C:20]2=[CH:24][CH:25]=[CH:26][CH:27]=[C:19]12. The catalyst is O1CCOCC1. The product is [Cl:1][C:2]1[C:3]([C:8]2[CH:9]=[C:10]3[C:14](=[CH:15][CH:16]=2)[NH:13][N:12]=[C:11]3[N:17]2[C:21](=[O:22])[C:20]3[C:19](=[CH:27][CH:26]=[CH:25][CH:24]=3)[C:18]2=[O:23])=[N:4][CH:5]=[CH:6][CH:7]=1. The yield is 0.910. (8) No catalyst specified. The reactants are [CH2:1]1[C:3]([NH2:7])([C:4]([OH:6])=[O:5])[CH2:2]1.[CH:8]1([C:14]([O:16][CH2:17][CH2:18][O:19][C:20](ON2C(=O)CCC2=O)=[O:21])=[O:15])[CH2:13][CH2:12][CH2:11][CH2:10][CH2:9]1. The product is [CH:8]1([C:14]([O:16][CH2:17][CH2:18][O:19][C:20]([NH:7][C:3]2([C:4]([OH:6])=[O:5])[CH2:2][CH2:1]2)=[O:21])=[O:15])[CH2:9][CH2:10][CH2:11][CH2:12][CH2:13]1. The yield is 0.160. (9) The product is [Br:1][CH2:2][C:3]([N:16]1[CH2:15][CH2:14][N:13]([C:6]([O:8][C:9]([CH3:12])([CH3:11])[CH3:10])=[O:7])[CH2:18][CH2:17]1)=[O:4]. The catalyst is C(Cl)Cl. The reactants are [Br:1][CH2:2][C:3](Br)=[O:4].[C:6]([N:13]1[CH2:18][CH2:17][NH:16][CH2:15][CH2:14]1)([O:8][C:9]([CH3:12])([CH3:11])[CH3:10])=[O:7]. The yield is 0.780.